Task: Predict the product of the given reaction.. Dataset: Forward reaction prediction with 1.9M reactions from USPTO patents (1976-2016) (1) Given the reactants Br[C:2]1[CH:3]=[CH:4][C:5]2[O:9][C:8]([CH:10]3[CH2:15][CH2:14][N:13]([C:16]([O:18][CH:19]([CH3:21])[CH3:20])=[O:17])[CH2:12][CH2:11]3)=[N:7][C:6]=2[CH:22]=1.[Cl:23][C:24]1[CH:32]=[C:31](B2OC(C)(C)C(C)(C)O2)[CH:30]=[CH:29][C:25]=1[C:26]([NH2:28])=[O:27], predict the reaction product. The product is: [C:26]([C:25]1[CH:29]=[CH:30][C:31]([C:2]2[CH:3]=[CH:4][C:5]3[O:9][C:8]([CH:10]4[CH2:15][CH2:14][N:13]([C:16]([O:18][CH:19]([CH3:21])[CH3:20])=[O:17])[CH2:12][CH2:11]4)=[N:7][C:6]=3[CH:22]=2)=[CH:32][C:24]=1[Cl:23])(=[O:27])[NH2:28]. (2) The product is: [Cl:1][C:2]1[C:3]([CH3:55])=[C:4]([C:18]2[C:26]3[C:25]([O:27][C@H:28]([CH2:34][C:35]4[CH:40]=[CH:39][CH:38]=[CH:37][C:36]=4[OH:41])[C:29]([O:31][CH2:32][CH3:33])=[O:30])=[N:24][CH:23]=[N:22][C:21]=3[S:20][C:19]=2[C:48]2[CH:49]=[CH:50][C:51]([F:54])=[CH:52][CH:53]=2)[CH:5]=[N:6][C:7]=1[O:8][CH2:9][CH2:10][N:11]1[CH2:12][CH2:13][N:14]([CH3:17])[CH2:15][CH2:16]1. Given the reactants [Cl:1][C:2]1[C:3]([CH3:55])=[C:4]([C:18]2[C:26]3[C:25]([O:27][C@H:28]([CH2:34][C:35]4[CH:40]=[CH:39][CH:38]=[CH:37][C:36]=4[O:41]C4CCCCO4)[C:29]([O:31][CH2:32][CH3:33])=[O:30])=[N:24][CH:23]=[N:22][C:21]=3[S:20][C:19]=2[C:48]2[CH:53]=[CH:52][C:51]([F:54])=[CH:50][CH:49]=2)[CH:5]=[N:6][C:7]=1[O:8][CH2:9][CH2:10][N:11]1[CH2:16][CH2:15][N:14]([CH3:17])[CH2:13][CH2:12]1.Cl.C([O-])(O)=O.[Na+], predict the reaction product. (3) The product is: [CH3:1][NH:2][CH2:3][CH2:4][CH:5]([O:12][C:13]1[CH:18]=[CH:17][C:16]([C:19]([F:20])([F:22])[F:21])=[CH:15][CH:14]=1)[C:6]1[CH:7]=[CH:8][CH:9]=[CH:10][CH:11]=1.[ClH:23].[C:24]([OH:31])(=[O:30])[CH2:25][CH2:26][C:27]([OH:29])=[O:28].[CH3:1][NH:2][CH2:3][CH2:4][CH:5]([O:12][C:13]1[CH:18]=[CH:17][C:16]([C:19]([F:20])([F:22])[F:21])=[CH:15][CH:14]=1)[C:6]1[CH:7]=[CH:8][CH:9]=[CH:10][CH:11]=1.[ClH:23].[C:24]([OH:31])(=[O:30])[CH2:25][CH2:26][C:27]([OH:29])=[O:28]. Given the reactants [CH3:1][NH:2][CH2:3][CH2:4][CH:5]([O:12][C:13]1[CH:14]=[CH:15][C:16]([C:19]([F:22])([F:21])[F:20])=[CH:17][CH:18]=1)[C:6]1[CH:7]=[CH:8][CH:9]=[CH:10][CH:11]=1.[ClH:23].[C:24]([OH:31])(=[O:30])[CH2:25][CH2:26][C:27]([OH:29])=[O:28].C(#N)C, predict the reaction product. (4) Given the reactants [CH2:1]([C@@:5]1([CH2:28][CH3:29])[NH:11][C@H:10]([C:12]2[CH:17]=[CH:16][CH:15]=[CH:14][CH:13]=2)[C:9]2[CH:18]=[C:19]([O:24][CH3:25])[C:20]([CH:22]=O)=[CH:21][C:8]=2[S:7](=[O:27])(=[O:26])[CH2:6]1)[CH2:2][CH2:3][CH3:4].[NH2:30][CH2:31][C:32]([O:34][C:35]([CH3:38])([CH3:37])[CH3:36])=[O:33].C(O)(=O)C.C(=O)([O-])[O-].[Na+].[Na+], predict the reaction product. The product is: [CH2:1]([C@@:5]1([CH2:28][CH3:29])[NH:11][C@H:10]([C:12]2[CH:17]=[CH:16][CH:15]=[CH:14][CH:13]=2)[C:9]2[CH:18]=[C:19]([O:24][CH3:25])[C:20]([CH2:22][NH:30][CH2:31][C:32]([O:34][C:35]([CH3:38])([CH3:37])[CH3:36])=[O:33])=[CH:21][C:8]=2[S:7](=[O:26])(=[O:27])[CH2:6]1)[CH2:2][CH2:3][CH3:4]. (5) The product is: [Cl:1][C:2]1[CH:22]=[C:21]([C:23]([F:26])([F:25])[F:24])[CH:20]=[CH:19][C:3]=1[CH2:4][N:5]1[C:9](/[CH:10]=[CH:11]/[C:12]([NH:35][S:32]([CH2:27][CH2:28][CH2:29][CH2:30][CH3:31])(=[O:34])=[O:33])=[O:14])=[CH:8][C:7]([O:15][CH:16]([CH3:18])[CH3:17])=[N:6]1. Given the reactants [Cl:1][C:2]1[CH:22]=[C:21]([C:23]([F:26])([F:25])[F:24])[CH:20]=[CH:19][C:3]=1[CH2:4][N:5]1[C:9](/[CH:10]=[CH:11]/[C:12]([OH:14])=O)=[CH:8][C:7]([O:15][CH:16]([CH3:18])[CH3:17])=[N:6]1.[CH2:27]([S:32]([NH2:35])(=[O:34])=[O:33])[CH2:28][CH2:29][CH2:30][CH3:31].N12CCCN=C1CCCCC2, predict the reaction product. (6) Given the reactants [CH3:1][C:2]1([CH3:15])[O:6][B:5]([OH:7])[C:4]2[CH:8]=C(CNC)[CH:10]=[CH:11][C:3]1=2.[Cl:16][C:17]1[CH:18]=[C:19]([C:24]2([C:39]([F:42])([F:41])[F:40])[O:28][N:27]=[C:26]([C:29]3[CH:37]=[CH:36][C:32]([C:33]([OH:35])=O)=[C:31]([CH3:38])[CH:30]=3)[CH2:25]2)[CH:20]=[C:21]([Cl:23])[CH:22]=1.F[B-](F)(F)F.Br[C:49]1C=CC=C[N+]=1CC.CC[N:59]([CH:63]([CH3:65])C)[CH:60]([CH3:62])C, predict the reaction product. The product is: [Cl:23][C:21]1[CH:20]=[C:19]([C:24]2([C:39]([F:42])([F:40])[F:41])[O:28][N:27]=[C:26]([C:29]3[CH:37]=[CH:36][C:32]([C:33]([N:59]([CH2:60][C:62]4[CH:10]=[CH:11][C:3]5[C:2]([CH3:15])([CH3:1])[O:6][B:5]([OH:7])[C:4]=5[CH:8]=4)[CH2:63][CH3:65])=[O:35])=[C:31]([CH2:38][CH3:49])[CH:30]=3)[CH2:25]2)[CH:18]=[C:17]([Cl:16])[CH:22]=1. (7) Given the reactants [CH2:1]([O:3][C:4]([C:6]1[C:7](=[O:24])[N:8]([C:18]2[CH:23]=[CH:22][CH:21]=[CH:20][CH:19]=2)[C:9]2[C:14]([C:15]=1Cl)=[CH:13][C:12]([CH3:17])=[CH:11][CH:10]=2)=[O:5])[CH3:2].[NH:25]1[CH2:30][CH2:29][NH:28][CH2:27][CH2:26]1, predict the reaction product. The product is: [CH2:1]([O:3][C:4]([C:6]1[C:7](=[O:24])[N:8]([C:18]2[CH:23]=[CH:22][CH:21]=[CH:20][CH:19]=2)[C:9]2[C:14]([C:15]=1[N:25]1[CH2:30][CH2:29][NH:28][CH2:27][CH2:26]1)=[CH:13][C:12]([CH3:17])=[CH:11][CH:10]=2)=[O:5])[CH3:2]. (8) Given the reactants [F:1][C:2]([F:19])([F:18])[C:3]1[CH:4]=[C:5]([N:9]2[CH2:14][CH2:13][CH:12]([C:15]([OH:17])=O)[CH2:11][CH2:10]2)[CH:6]=[CH:7][CH:8]=1.BrC1C=CC=C(C(F)(F)F)C=1.[NH2:31][C:32]1[CH:33]=[N:34][C:35]2[C:40]([CH:41]=1)=[CH:39][CH:38]=[CH:37][CH:36]=2, predict the reaction product. The product is: [N:34]1[C:35]2[C:40](=[CH:39][CH:38]=[CH:37][CH:36]=2)[CH:41]=[C:32]([NH:31][C:15]([CH:12]2[CH2:11][CH2:10][N:9]([C:5]3[CH:6]=[CH:7][CH:8]=[C:3]([C:2]([F:1])([F:19])[F:18])[CH:4]=3)[CH2:14][CH2:13]2)=[O:17])[CH:33]=1. (9) The product is: [CH:16]1([C:8]2[C:7]([C:5]3[NH:1][C:2]([O:6][CH2:23][CH3:24])=[N:3][N:4]=3)=[CH:14][C:11]([C:12]#[N:13])=[C:10]([CH3:15])[CH:9]=2)[CH2:19][CH2:18][CH2:17]1. Given the reactants [NH2:1][C:2]1[O:6][C:5]([C:7]2[C:8]([CH:16]3[CH2:19][CH2:18][CH2:17]3)=[CH:9][C:10]([CH3:15])=[C:11]([CH:14]=2)[C:12]#[N:13])=[N:4][N:3]=1.[OH-].[K+].Cl.[CH3:23][CH2:24]O, predict the reaction product. (10) Given the reactants [F:1][C:2]1[C:7]([F:8])=[CH:6][CH:5]=[CH:4][C:3]=1[C@@H:9]1[CH2:19][CH2:18][C@@H:17]([NH:20][C:21]([N:23]2[CH2:28][CH2:27][CH:26]([N:29]3[C:37]4[C:32](=[N:33][CH:34]=[CH:35][CH:36]=4)[N:31](COCC[Si](C)(C)C)[C:30]3=[O:46])[CH2:25][CH2:24]2)=[O:22])[C:12]2=[N:13][CH:14]=[CH:15][N:16]=[C:11]2[C@H:10]1[NH:47]C(=O)OC(C)(C)C.FC(F)(F)C(O)=O.CO, predict the reaction product. The product is: [NH2:47][C@@H:10]1[C:11]2=[N:16][CH:15]=[CH:14][N:13]=[C:12]2[C@H:17]([NH:20][C:21]([N:23]2[CH2:24][CH2:25][CH:26]([N:29]3[C:37]4[C:32](=[N:33][CH:34]=[CH:35][CH:36]=4)[NH:31][C:30]3=[O:46])[CH2:27][CH2:28]2)=[O:22])[CH2:18][CH2:19][C@H:9]1[C:3]1[CH:4]=[CH:5][CH:6]=[C:7]([F:8])[C:2]=1[F:1].